From a dataset of Peptide-MHC class I binding affinity with 185,985 pairs from IEDB/IMGT. Regression. Given a peptide amino acid sequence and an MHC pseudo amino acid sequence, predict their binding affinity value. This is MHC class I binding data. (1) The peptide sequence is IVAAVIIMA. The MHC is HLA-A02:06 with pseudo-sequence HLA-A02:06. The binding affinity (normalized) is 0.244. (2) The peptide sequence is STPKLKEDY. The MHC is HLA-A30:02 with pseudo-sequence HLA-A30:02. The binding affinity (normalized) is 0.0106. (3) The peptide sequence is KTFKDESIFI. The MHC is HLA-A02:01 with pseudo-sequence HLA-A02:01. The binding affinity (normalized) is 0.581. (4) The peptide sequence is FWLMVYEGL. The MHC is HLA-B08:03 with pseudo-sequence HLA-B08:03. The binding affinity (normalized) is 0.0847. (5) The peptide sequence is RMLDTSEKY. The MHC is HLA-A68:01 with pseudo-sequence HLA-A68:01. The binding affinity (normalized) is 0. (6) The peptide sequence is SQMTSTFIM. The MHC is HLA-B15:01 with pseudo-sequence HLA-B15:01. The binding affinity (normalized) is 0.310. (7) The peptide sequence is LQMMNVNLQK. The MHC is HLA-A33:01 with pseudo-sequence HLA-A33:01. The binding affinity (normalized) is 0.352.